Dataset: Full USPTO retrosynthesis dataset with 1.9M reactions from patents (1976-2016). Task: Predict the reactants needed to synthesize the given product. Given the product [CH3:16][C:17]1[NH:21][N:20]=[C:19]([O:22][C@@H:23]2[O:40][C@H:39]([CH2:41][O:42][C:43](=[O:45])[CH3:44])[C@@H:34]([O:35][C:36](=[O:38])[CH3:37])[C@H:29]([O:30][C:31](=[O:33])[CH3:32])[C@H:24]2[O:25][C:26](=[O:28])[CH3:27])[C:18]=1[CH2:46][C:47]1[CH:48]=[CH:49][C:50]([CH3:53])=[CH:51][CH:52]=1.[C@@H:23]1([O:7][C:4]2[C:3]([CH2:8][C:9]3[CH:10]=[CH:11][C:12]([CH3:15])=[CH:13][CH:14]=3)=[C:2]([CH3:1])[NH:6][N:5]=2)[O:40][C@H:39]([CH2:41][OH:42])[C@@H:34]([OH:35])[C@H:29]([OH:30])[C@H:24]1[OH:25], predict the reactants needed to synthesize it. The reactants are: [CH3:1][C:2]1[NH:6][NH:5][C:4](=[O:7])[C:3]=1[CH2:8][C:9]1[CH:14]=[CH:13][C:12]([CH3:15])=[CH:11][CH:10]=1.[CH3:16][C:17]1[NH:21][N:20]=[C:19]([O:22][C@@H:23]2[O:40][C@H:39]([CH2:41][O:42][C:43](=[O:45])[CH3:44])[C@@H:34]([O:35][C:36](=[O:38])[CH3:37])[C@H:29]([O:30][C:31](=[O:33])[CH3:32])[C@H:24]2[O:25][C:26](=[O:28])[CH3:27])[C:18]=1[CH2:46][C:47]1[CH:52]=[CH:51][C:50]([CH3:53])=[CH:49][CH:48]=1.